Predict the reactants needed to synthesize the given product. From a dataset of Full USPTO retrosynthesis dataset with 1.9M reactions from patents (1976-2016). (1) Given the product [Br:1][C:2]1[CH:10]=[CH:9][C:5]([C:6]([N:25]2[CH2:26][CH2:27][N:22]([C:19]3[C:18]([CH3:28])=[CH:17][C:16]([CH:13]4[CH2:14][CH2:15]4)=[CH:21][N:20]=3)[CH2:23][CH2:24]2)=[O:8])=[C:4]([CH:3]=1)[C:11]#[N:12], predict the reactants needed to synthesize it. The reactants are: [Br:1][C:2]1[CH:10]=[CH:9][C:5]([C:6]([OH:8])=O)=[C:4]([C:11]#[N:12])[CH:3]=1.[CH:13]1([C:16]2[CH:17]=[C:18]([CH3:28])[C:19]([N:22]3[CH2:27][CH2:26][NH:25][CH2:24][CH2:23]3)=[N:20][CH:21]=2)[CH2:15][CH2:14]1. (2) Given the product [NH2:1][C:2]1[C:12]([Cl:13])=[CH:11][C:5]([C:6]([OH:8])=[O:7])=[CH:4][C:3]=1[Br:14], predict the reactants needed to synthesize it. The reactants are: [NH2:1][C:2]1[C:12]([Cl:13])=[CH:11][C:5]([C:6]([O:8]CC)=[O:7])=[CH:4][C:3]=1[Br:14]. (3) Given the product [Br:1][C:2]1[S:12][C:5]2=[N:6][C:7]([CH3:11])=[CH:8][C:9]([NH:10][S:34]([C:30]3[CH:31]=[CH:32][CH:33]=[C:28]([Cl:27])[CH:29]=3)(=[O:36])=[O:35])=[C:4]2[C:3]=1[C:13]1[CH:18]=[CH:17][CH:16]=[C:15]([O:19][CH3:20])[CH:14]=1, predict the reactants needed to synthesize it. The reactants are: [Br:1][C:2]1[S:12][C:5]2[N:6]=[C:7]([CH3:11])[CH:8]=[C:9]([NH2:10])[C:4]=2[C:3]=1[C:13]1[CH:18]=[CH:17][CH:16]=[C:15]([O:19][CH3:20])[CH:14]=1.CC(C)([O-])C.[Na+].[Cl:27][C:28]1[CH:29]=[C:30]([S:34](Cl)(=[O:36])=[O:35])[CH:31]=[CH:32][CH:33]=1.[Cl-].[NH4+].